From a dataset of Full USPTO retrosynthesis dataset with 1.9M reactions from patents (1976-2016). Predict the reactants needed to synthesize the given product. (1) Given the product [CH3:12][C:13]([NH:7][C:6]1[CH:8]=[CH:9][C:3]([C:2]([F:10])([F:11])[F:1])=[CH:4][CH:5]=1)([CH3:17])[C:14]#[N:15], predict the reactants needed to synthesize it. The reactants are: [F:1][C:2]([F:11])([F:10])[C:3]1[CH:9]=[CH:8][C:6]([NH2:7])=[CH:5][CH:4]=1.[CH3:12][C:13]([CH3:17])(O)[C:14]#[N:15].S([O-])([O-])(=O)=O.[Mg+2]. (2) Given the product [Cl:27][C:22]1[CH:21]=[C:20]([NH:19][C:5]2[C:4]3[C:9](=[C:10]([C:12]([N:14]([CH3:15])[CH3:16])=[O:13])[CH:11]=[C:2]([NH:1][CH2:36][C:28]4[CH:33]=[CH:32][CH:31]=[C:30]([CH3:34])[CH:29]=4)[CH:3]=3)[N:8]=[CH:7][C:6]=2[C:17]#[N:18])[CH:25]=[CH:24][C:23]=1[F:26], predict the reactants needed to synthesize it. The reactants are: [NH2:1][C:2]1[CH:3]=[C:4]2[C:9](=[C:10]([C:12]([N:14]([CH3:16])[CH3:15])=[O:13])[CH:11]=1)[N:8]=[CH:7][C:6]([C:17]#[N:18])=[C:5]2[NH:19][C:20]1[CH:25]=[CH:24][C:23]([F:26])=[C:22]([Cl:27])[CH:21]=1.[C:28]1([CH3:36])[CH:33]=[CH:32][CH:31]=[C:30]([CH:34]=O)[CH:29]=1.[BH3-]C#N.[Na+]. (3) Given the product [Cl:16][C:12]1[CH:11]=[C:10]([C@@H:8]2[C@@H:7]([C:17]3[CH:18]=[CH:19][C:20]([Cl:23])=[CH:21][CH:22]=3)[N:6]([C@@H:24]([CH2:31][CH3:32])[CH:25]([OH:30])[C:26]([F:27])([F:28])[F:29])[C:5](=[O:33])[C@@H:4]([CH2:61][C:59]([OH:58])=[O:60])[CH2:9]2)[CH:15]=[CH:14][CH:13]=1, predict the reactants needed to synthesize it. The reactants are: C([C@H:4]1[CH2:9][C@H:8]([C:10]2[CH:15]=[CH:14][CH:13]=[C:12]([Cl:16])[CH:11]=2)[C@@H:7]([C:17]2[CH:22]=[CH:21][C:20]([Cl:23])=[CH:19][CH:18]=2)[N:6]([C@@H:24]([CH2:31][CH3:32])[CH:25]([OH:30])[C:26]([F:29])([F:28])[F:27])[C:5]1=[O:33])C=C.C(#N)C.I([O-])(=O)(=O)=O.[Na+].C(O)(=O)CC(CC(O)=O)(C(O)=O)O.CC[O:58][C:59]([CH3:61])=[O:60]. (4) Given the product [Br:18][CH2:8][C:5]1[CH:6]=[CH:7][CH:2]=[C:19]([Cl:22])[C:4]=1[O:9][CH3:10], predict the reactants needed to synthesize it. The reactants are: Cl[C:2]1[CH:7]=[CH:6][C:5]([CH3:8])=[C:4]([O:9][CH3:10])C=1.C1C(=O)N([Br:18])C(=O)C1.[CH:19]([Cl:22])(Cl)Cl. (5) The reactants are: Cl.[CH3:2][O:3][C:4]1[CH:5]=[C:6]2[C:10](=[CH:11][C:12]=1[N+:13]([O-:15])=[O:14])[NH:9][CH2:8][CH2:7]2.[CH3:16][N:17]([CH3:23])[C@H:18]([C:20](O)=[O:21])[CH3:19].C1CN([P+](ON2N=NC3C=CC=CC2=3)(N2CCCC2)N2CCCC2)CC1.F[P-](F)(F)(F)(F)F.CCN(C(C)C)C(C)C. Given the product [CH3:16][N:17]([CH3:23])[C@@H:18]([CH3:19])[C:20]([N:9]1[C:10]2[C:6](=[CH:5][C:4]([O:3][CH3:2])=[C:12]([N+:13]([O-:15])=[O:14])[CH:11]=2)[CH2:7][CH2:8]1)=[O:21], predict the reactants needed to synthesize it. (6) Given the product [ClH:15].[N+:1]([C:4]1[CH:5]=[C:6]([NH:10][NH2:11])[CH:7]=[CH:8][CH:9]=1)([O-:3])=[O:2], predict the reactants needed to synthesize it. The reactants are: [N+:1]([C:4]1[CH:5]=[C:6]([NH2:10])[CH:7]=[CH:8][CH:9]=1)([O-:3])=[O:2].[N:11]([O-])=O.[Na+].[Cl:15][Sn]Cl.O. (7) Given the product [CH2:7]([O:9][C:10]([CH:12]1[CH2:14][CH:13]1[CH:15]([C:17]1[CH:18]=[C:19]2[C:23](=[CH:24][CH:25]=1)[NH:22][CH:21]=[C:20]2[C:26]#[N:27])[OH:16])=[O:11])[CH3:8], predict the reactants needed to synthesize it. The reactants are: [H-].[Al+3].[Li+].[H-].[H-].[H-].[CH2:7]([O:9][C:10]([CH:12]1[CH2:14][CH:13]1[C:15]([C:17]1[CH:18]=[C:19]2[C:23](=[CH:24][CH:25]=1)[NH:22][CH:21]=[C:20]2[C:26]#[N:27])=[O:16])=[O:11])[CH3:8].